This data is from Full USPTO retrosynthesis dataset with 1.9M reactions from patents (1976-2016). The task is: Predict the reactants needed to synthesize the given product. Given the product [OH:13][P:10]([O:9][P:6]([O:5][P:2]([OH:4])([OH:3])=[O:1])([OH:8])=[O:7])(=[O:11])[OH:12].[NH2:26][C:21]1[NH:22][C:23]2[C:19]([CH:20]=1)=[CH:18][CH:17]=[CH:25][CH:24]=2, predict the reactants needed to synthesize it. The reactants are: [OH:1][P:2]([O:5][P:6]([O:9][P:10]([OH:13])([OH:12])=[O:11])([OH:8])=[O:7])(=[O:4])[OH:3].[N+]([C:17]1[CH:18]=[C:19]2[C:23](=[CH:24][CH:25]=1)[NH:22][CH:21]=[CH:20]2)([O-])=O.[NH2:26]C1C=C2C(=CC=1)NC=C2.